This data is from Forward reaction prediction with 1.9M reactions from USPTO patents (1976-2016). The task is: Predict the product of the given reaction. (1) Given the reactants [CH2:1]1[CH2:5][NH:4][C@H:3]([CH2:6][C:7]([OH:9])=O)[CH2:2]1.[CH2:10](N(CC)CC)[CH3:11].CC(C(Cl)=O)C(Cl)=O.C(=O)([O-])O.[Na+], predict the reaction product. The product is: [CH2:2]1[C@@H:3]2[N:4]([CH2:10][CH2:11][C:7](=[O:9])[CH2:6]2)[CH2:5][CH2:1]1. (2) Given the reactants [C:1]([N:8]1[CH2:13][CH2:12][N:11]([C:14]2[CH:19]=[CH:18][CH:17]=[CH:16][C:15]=2[C:20](O)=[O:21])[CH2:10][CH2:9]1)([O:3][C:4]([CH3:7])([CH3:6])[CH3:5])=[O:2].B.C1COCC1, predict the reaction product. The product is: [C:1]([N:8]1[CH2:9][CH2:10][N:11]([C:14]2[CH:19]=[CH:18][CH:17]=[CH:16][C:15]=2[CH2:20][OH:21])[CH2:12][CH2:13]1)([O:3][C:4]([CH3:7])([CH3:6])[CH3:5])=[O:2]. (3) Given the reactants [NH2:1][C:2]1[CH:21]=[C:20]([O:22][CH3:23])[C:19]([O:24][CH3:25])=[CH:18][C:3]=1[C:4]([NH:6][C:7]1[CH:12]=[CH:11][C:10]([C:13]([C:16]#[N:17])([CH3:15])[CH3:14])=[CH:9][CH:8]=1)=[O:5].[CH3:26][S:27](Cl)(=[O:29])=[O:28].C([O-])([O-])=O.[K+].[K+], predict the reaction product. The product is: [C:16]([C:13]([CH3:15])([CH3:14])[C:10]1[CH:11]=[CH:12][C:7]([NH:6][C:4](=[O:5])[C:3]2[CH:18]=[C:19]([O:24][CH3:25])[C:20]([O:22][CH3:23])=[CH:21][C:2]=2[NH:1][S:27]([CH3:26])(=[O:29])=[O:28])=[CH:8][CH:9]=1)#[N:17]. (4) Given the reactants C1(C)C=CC=CC=1.I[C:9]1[C:10]([NH2:15])=[N:11][CH:12]=[CH:13][CH:14]=1.C(N(CC)CC)C.[CH2:23]([C:30]#[CH:31])[C:24]1[CH:29]=[CH:28][CH:27]=[CH:26][CH:25]=1, predict the reaction product. The product is: [C:24]1([CH2:23][C:30]#[C:31][C:9]2[C:10]([NH2:15])=[N:11][CH:12]=[CH:13][CH:14]=2)[CH:29]=[CH:28][CH:27]=[CH:26][CH:25]=1. (5) Given the reactants [BH-](OC(C)=O)(OC(C)=O)OC(C)=O.[Na+].[CH3:15][N:16]1[C:24]2[CH:23]=[C:22]([C:25]3[CH:30]=[CH:29][C:28]([CH2:31][CH2:32][CH:33]=O)=[C:27]([C:35]([F:38])([F:37])[F:36])[CH:26]=3)[N:21]=[C:20]([C:39]#[N:40])[C:19]=2[N:18]=[N:17]1.[CH3:41][NH2:42], predict the reaction product. The product is: [CH3:15][N:16]1[C:24]2[CH:23]=[C:22]([C:25]3[CH:30]=[CH:29][C:28]([CH2:31][CH2:32][CH2:33][NH:42][CH3:41])=[C:27]([C:35]([F:38])([F:37])[F:36])[CH:26]=3)[N:21]=[C:20]([C:39]#[N:40])[C:19]=2[N:18]=[N:17]1. (6) Given the reactants Cl[C:2]1[CH:11]=[C:10]([CH3:12])[C:9]2[C:4](=[C:5]([CH3:14])[CH:6]=[CH:7][C:8]=2[CH3:13])[N:3]=1.[NH2:15][NH2:16], predict the reaction product. The product is: [NH:15]([C:2]1[CH:11]=[C:10]([CH3:12])[C:9]2[C:4](=[C:5]([CH3:14])[CH:6]=[CH:7][C:8]=2[CH3:13])[N:3]=1)[NH2:16]. (7) Given the reactants [CH3:1][C:2]1([CH3:21])[C:11]2[C:6](=[CH:7][CH:8]=[CH:9][CH:10]=2)[N:5]([C:12]2[CH:17]=[CH:16][CH:15]=[CH:14][C:13]=2[N+:18]([O-])=O)[CH2:4][CH2:3]1.[NH4+].[Cl-], predict the reaction product. The product is: [CH3:1][C:2]1([CH3:21])[C:11]2[C:6](=[CH:7][CH:8]=[CH:9][CH:10]=2)[N:5]([C:12]2[CH:17]=[CH:16][CH:15]=[CH:14][C:13]=2[NH2:18])[CH2:4][CH2:3]1. (8) Given the reactants CN(C(ON1N=NC2C=CC=NC1=2)=[N+](C)C)C.F[P-](F)(F)(F)(F)F.[F:25][C:26]1[CH:27]=[C:28]([NH:37][C:38]([C@H:40]2[C:49]3[C:44](=[CH:45][C:46]([O:50][CH3:51])=[CH:47][CH:48]=3)[CH2:43][CH2:42][NH:41]2)=[O:39])[CH:29]=[C:30]([F:36])[C:31]=1[Si:32]([CH3:35])([CH3:34])[CH3:33].CCN(C(C)C)C(C)C.[C@H:61]1([C:68](O)=[O:69])[CH2:64][C@@H:63]([C:65]([OH:67])=[O:66])[CH2:62]1, predict the reaction product. The product is: [F:25][C:26]1[CH:27]=[C:28]([NH:37][C:38]([C@H:40]2[C:49]3[C:44](=[CH:45][C:46]([O:50][CH3:51])=[CH:47][CH:48]=3)[CH2:43][CH2:42][N:41]2[C:68]([C@@H:61]2[CH2:64][C@H:63]([C:65]([OH:67])=[O:66])[CH2:62]2)=[O:69])=[O:39])[CH:29]=[C:30]([F:36])[C:31]=1[Si:32]([CH3:33])([CH3:35])[CH3:34]. (9) Given the reactants [C:1]([O:5][C:6]([NH:8][C:9]1[CH:14]=[CH:13][CH:12]=[CH:11][C:10]=1[NH:15][C:16](=[O:32])[C:17]1[CH:22]=[CH:21][C:20](B2OC(C)(C)C(C)(C)O2)=[CH:19][CH:18]=1)=[O:7])([CH3:4])([CH3:3])[CH3:2].Cl[C:34]1[C:39]([C:40]#[N:41])=[CH:38][C:37]([CH:42]=[O:43])=[CH:36][N:35]=1.C(=O)([O-])O.[Na+], predict the reaction product. The product is: [CH3:20][CH2:19][CH2:18][CH:17]([CH3:22])[CH3:16].[C:1]([O:5][C:6]([NH:8][C:9]1[CH:14]=[CH:13][CH:12]=[CH:11][C:10]=1[NH:15][C:16](=[O:32])[C:17]1[CH:18]=[CH:19][C:20]([C:34]2[C:39]([C:40]#[N:41])=[CH:38][C:37]([CH:42]=[O:43])=[CH:36][N:35]=2)=[CH:21][CH:22]=1)=[O:7])([CH3:4])([CH3:2])[CH3:3].